From a dataset of Reaction yield outcomes from USPTO patents with 853,638 reactions. Predict the reaction yield, written as a fraction of the theoretical maximum amount of product (1.0 means a 100% yield; for example, 0.34 means a 34% yield). (1) The reactants are Cl.[NH2:2][C:3]1[C:11]([OH:12])=[C:10]2[C:6]([CH2:7][CH2:8][CH:9]2[CH2:13][CH2:14][NH:15][C:16](=[O:18])[CH3:17])=[CH:5][CH:4]=1.[CH:19]1([C:22](Cl)=[O:23])[CH2:21][CH2:20]1.O. The catalyst is N1C=CC=CC=1. The product is [C:16]([NH:15][CH2:14][CH2:13][CH:9]1[C:10]2[C:6](=[CH:5][CH:4]=[C:3]([NH:2][C:22]([CH:19]3[CH2:21][CH2:20]3)=[O:23])[C:11]=2[OH:12])[CH2:7][CH2:8]1)(=[O:18])[CH3:17]. The yield is 1.00. (2) The reactants are [C:1]1([NH:7][C:8]2[CH:13]=[CH:12][CH:11]=[CH:10][C:9]=2[C:14]2[CH:19]=[CH:18][CH:17]=[CH:16][CH:15]=2)[CH:6]=[CH:5][CH:4]=[CH:3][CH:2]=1.CN(C)C=O.[Br:25]N1C(=O)CCC1=O.C1(C)C=CC=CC=1. The catalyst is O. The product is [Br:25][C:4]1[CH:3]=[CH:2][C:1]([NH:7][C:8]2[CH:13]=[CH:12][CH:11]=[CH:10][C:9]=2[C:14]2[CH:19]=[CH:18][CH:17]=[CH:16][CH:15]=2)=[CH:6][CH:5]=1. The yield is 0.670. (3) The reactants are Cl[C:2]1[N:7]=[C:6]([N:8]2[CH2:13][CH2:12][N:11]([C:14]([O:16][C:17]([CH3:20])([CH3:19])[CH3:18])=[O:15])[CH2:10][CH2:9]2)[C:5]([CH3:21])=[CH:4][N:3]=1.[NH2:22][C:23]1[CH:31]=[CH:30][C:26]([C:27]([OH:29])=[O:28])=[CH:25][C:24]=1[N+:32]([O-:34])=[O:33].C(=O)([O-])[O-].[Cs+].[Cs+]. The catalyst is CC(O)(C)C.CCOC(C)=O.CC(C1C=C(C(C)C)C(C2C(P(C3CCCCC3)C3CCCCC3)=C(OC)C=CC=2OC)=C(C(C)C)C=1)C.[Pd]. The product is [C:17]([O:16][C:14]([N:11]1[CH2:12][CH2:13][N:8]([C:6]2[C:5]([CH3:21])=[CH:4][N:3]=[C:2]([NH:22][C:23]3[CH:31]=[CH:30][C:26]([C:27]([OH:29])=[O:28])=[CH:25][C:24]=3[N+:32]([O-:34])=[O:33])[N:7]=2)[CH2:9][CH2:10]1)=[O:15])([CH3:20])([CH3:19])[CH3:18]. The yield is 0.340. (4) The product is [CH3:1][C@@:2]([S:23]([CH3:26])(=[O:24])=[O:25])([CH2:6][CH2:7][C:8]1[CH:13]=[CH:12][C:11]([B:14]2[O:15][C:16]([CH3:21])([CH3:22])[C:17]([CH3:20])([CH3:19])[O:18]2)=[CH:10][CH:9]=1)[C:3]([NH:34][O:33][CH:28]1[CH2:29][CH2:30][CH2:31][CH2:32][O:27]1)=[O:5]. The yield is 0.770. No catalyst specified. The reactants are [CH3:1][C@@:2]([S:23]([CH3:26])(=[O:25])=[O:24])([CH2:6][CH2:7][C:8]1[CH:13]=[CH:12][C:11]([B:14]2[O:18][C:17]([CH3:20])([CH3:19])[C:16]([CH3:22])([CH3:21])[O:15]2)=[CH:10][CH:9]=1)[C:3]([OH:5])=O.[O:27]1[CH2:32][CH2:31][CH2:30][CH2:29][CH:28]1[O:33][NH2:34].BrC1C=CC(CCC(C)(S(C)(=O)=O)C(NOC2CCCCO2)=O)=CC=1. (5) The reactants are [CH2:1]([O:3][C:4]1[CH:11]=[C:10]([O:12][CH2:13][CH3:14])[CH:9]=[CH:8][C:5]=1[C:6]#[N:7])[CH3:2].[Br:15]Br. The catalyst is C(Cl)(Cl)Cl. The product is [CH2:1]([O:3][C:4]1[CH:11]=[C:10]([O:12][CH2:13][CH3:14])[C:9]([Br:15])=[CH:8][C:5]=1[C:6]#[N:7])[CH3:2]. The yield is 0.990.